This data is from Reaction yield outcomes from USPTO patents with 853,638 reactions. The task is: Predict the reaction yield, written as a fraction of the theoretical maximum amount of product (1.0 means a 100% yield; for example, 0.34 means a 34% yield). (1) The reactants are Cl[C:2]1[CH:11]=[CH:10][N:9]=[C:8]2[C:3]=1[C:4]1[CH2:16][CH2:15][CH2:14][CH2:13][C:5]=1[C:6](=[O:12])[NH:7]2.[NH2:17][C:18]1[CH:23]=[CH:22][C:21]([OH:24])=[CH:20][CH:19]=1.C(=O)([O-])[O-].[Cs+].[Cs+]. The catalyst is CN(C=O)C.O. The product is [NH2:17][C:18]1[CH:23]=[CH:22][C:21]([O:24][C:2]2[CH:11]=[CH:10][N:9]=[C:8]3[C:3]=2[C:4]2[CH2:16][CH2:15][CH2:14][CH2:13][C:5]=2[C:6](=[O:12])[NH:7]3)=[CH:20][CH:19]=1. The yield is 0.540. (2) The reactants are [CH3:1][C:2]1([CH3:21])[C:10]2[C:5](=[CH:6][CH:7]=[CH:8][CH:9]=2)[C@@H:4]([NH:11][C@H](C2C=CC=CC=2)CO)[CH2:3]1.C([O-])(=O)C.C([O-])(=O)C.C([O-])(=O)C.C([O-])(=O)C.[Pb+4].Cl. The catalyst is CO. The product is [CH3:1][C:2]1([CH3:21])[C:10]2[C:5](=[CH:6][CH:7]=[CH:8][CH:9]=2)[C@@H:4]([NH2:11])[CH2:3]1. The yield is 0.510. (3) The reactants are [NH2:1][C:2]1[CH:7]=[CH:6][C:5]([Cl:8])=[CH:4][N:3]=1.Cl[I:10].[OH-].[Na+]. The catalyst is C(O)(=O)C.O. The product is [Cl:8][C:5]1[CH:6]=[C:7]([I:10])[C:2]([NH2:1])=[N:3][CH:4]=1. The yield is 0.600. (4) The reactants are Cl[C:2]1[N:3]=[CH:4][C:5]([C:8]([NH:10][C:11]2[NH:12][N:13]=[C:14]([O:16][CH2:17][C:18]3[CH:23]=[C:22]([O:24][CH3:25])[CH:21]=[C:20]([O:26][CH3:27])[CH:19]=3)[CH:15]=2)=[O:9])=[N:6][CH:7]=1.[CH2:28]1[NH:33][CH2:32][CH2:31][N:30]2[CH2:34][CH2:35][CH2:36][CH:29]12. The catalyst is CS(C)=O. The product is [CH2:28]1[CH:29]2[CH2:36][CH2:35][CH2:34][N:30]2[CH2:31][CH2:32][N:33]1[C:2]1[N:3]=[CH:4][C:5]([C:8]([NH:10][C:11]2[NH:12][N:13]=[C:14]([O:16][CH2:17][C:18]3[CH:23]=[C:22]([O:24][CH3:25])[CH:21]=[C:20]([O:26][CH3:27])[CH:19]=3)[CH:15]=2)=[O:9])=[N:6][CH:7]=1. The yield is 0.370. (5) The reactants are [Cl-].[F:2][C:3]1[CH:8]=[CH:7][C:6]([S+:9]([C:16]2[CH:21]=[CH:20][CH:19]=[CH:18][CH:17]=2)[C:10]2[CH:15]=[CH:14][CH:13]=[CH:12][CH:11]=2)=[CH:5][CH:4]=1.[F:22][C:23]([F:34])([S:30]([O-:33])(=[O:32])=[O:31])[CH:24]([OH:29])[C:25]([F:28])([F:27])[F:26].[Na+]. No catalyst specified. The product is [F:34][C:23]([F:22])([S:30]([O-:33])(=[O:31])=[O:32])[CH:24]([OH:29])[C:25]([F:26])([F:28])[F:27].[F:2][C:3]1[CH:8]=[CH:7][C:6]([S+:9]([C:16]2[CH:17]=[CH:18][CH:19]=[CH:20][CH:21]=2)[C:10]2[CH:15]=[CH:14][CH:13]=[CH:12][CH:11]=2)=[CH:5][CH:4]=1. The yield is 0.700. (6) The yield is 0.539. The product is [Cl:1][C:2]1[CH:3]=[C:4]([C:18]#[N:19])[C:5]2[C:6]([CH3:28])=[N:7][N:8]([CH:11]3[CH2:16][CH2:15][CH2:14][CH2:13][O:12]3)[C:9]=2[CH:10]=1. The reactants are [Cl:1][C:2]1[CH:3]=[C:4]([C:18]#[N:19])[C:5]2[C:6](I)=[N:7][N:8]([CH:11]3[CH2:16][CH2:15][CH2:14][CH2:13][O:12]3)[C:9]=2[CH:10]=1.[O-]P([O-])([O-])=O.[K+].[K+].[K+].[CH3:28]B1OB(C)OB(C)O1. The catalyst is O1CCOCC1.C1C=CC(P(C2C=CC=CC=2)[C-]2C=CC=C2)=CC=1.C1C=CC(P(C2C=CC=CC=2)[C-]2C=CC=C2)=CC=1.Cl[Pd]Cl.[Fe+2].